From a dataset of NCI-60 drug combinations with 297,098 pairs across 59 cell lines. Regression. Given two drug SMILES strings and cell line genomic features, predict the synergy score measuring deviation from expected non-interaction effect. (1) Drug 1: CC1=C(C(=CC=C1)Cl)NC(=O)C2=CN=C(S2)NC3=CC(=NC(=N3)C)N4CCN(CC4)CCO. Drug 2: B(C(CC(C)C)NC(=O)C(CC1=CC=CC=C1)NC(=O)C2=NC=CN=C2)(O)O. Cell line: K-562. Synergy scores: CSS=80.6, Synergy_ZIP=4.06, Synergy_Bliss=4.90, Synergy_Loewe=2.27, Synergy_HSA=4.67. (2) Drug 1: CCC(=C(C1=CC=CC=C1)C2=CC=C(C=C2)OCCN(C)C)C3=CC=CC=C3.C(C(=O)O)C(CC(=O)O)(C(=O)O)O. Drug 2: CN(C(=O)NC(C=O)C(C(C(CO)O)O)O)N=O. Cell line: NCI/ADR-RES. Synergy scores: CSS=-0.0300, Synergy_ZIP=0.322, Synergy_Bliss=1.31, Synergy_Loewe=1.55, Synergy_HSA=-0.537. (3) Drug 1: C1=CC(=CC=C1C#N)C(C2=CC=C(C=C2)C#N)N3C=NC=N3. Drug 2: C1C(C(OC1N2C=NC3=C(N=C(N=C32)Cl)N)CO)O. Cell line: SNB-75. Synergy scores: CSS=0.0435, Synergy_ZIP=0.588, Synergy_Bliss=1.57, Synergy_Loewe=-2.15, Synergy_HSA=-1.79. (4) Drug 1: CCC(=C(C1=CC=CC=C1)C2=CC=C(C=C2)OCCN(C)C)C3=CC=CC=C3.C(C(=O)O)C(CC(=O)O)(C(=O)O)O. Drug 2: CC(C)NC(=O)C1=CC=C(C=C1)CNNC.Cl. Cell line: IGROV1. Synergy scores: CSS=0.831, Synergy_ZIP=0.248, Synergy_Bliss=0.566, Synergy_Loewe=-0.893, Synergy_HSA=-1.08. (5) Drug 1: CC12CCC3C(C1CCC2=O)CC(=C)C4=CC(=O)C=CC34C. Drug 2: CCC1(CC2CC(C3=C(CCN(C2)C1)C4=CC=CC=C4N3)(C5=C(C=C6C(=C5)C78CCN9C7C(C=CC9)(C(C(C8N6C=O)(C(=O)OC)O)OC(=O)C)CC)OC)C(=O)OC)O.OS(=O)(=O)O. Cell line: HCT116. Synergy scores: CSS=74.1, Synergy_ZIP=1.36, Synergy_Bliss=6.06, Synergy_Loewe=6.45, Synergy_HSA=6.27. (6) Drug 1: CC12CCC(CC1=CCC3C2CCC4(C3CC=C4C5=CN=CC=C5)C)O. Drug 2: C1CCC(CC1)NC(=O)N(CCCl)N=O. Cell line: COLO 205. Synergy scores: CSS=19.3, Synergy_ZIP=-4.09, Synergy_Bliss=2.71, Synergy_Loewe=-5.16, Synergy_HSA=-0.907. (7) Drug 1: CC(C1=C(C=CC(=C1Cl)F)Cl)OC2=C(N=CC(=C2)C3=CN(N=C3)C4CCNCC4)N. Drug 2: CC1C(C(CC(O1)OC2CC(CC3=C2C(=C4C(=C3O)C(=O)C5=CC=CC=C5C4=O)O)(C(=O)C)O)N)O. Cell line: HCT-15. Synergy scores: CSS=39.2, Synergy_ZIP=2.27, Synergy_Bliss=3.66, Synergy_Loewe=-10.1, Synergy_HSA=4.02. (8) Synergy scores: CSS=3.70, Synergy_ZIP=-2.10, Synergy_Bliss=-1.97, Synergy_Loewe=-3.96, Synergy_HSA=-1.27. Drug 1: C1=NC2=C(N=C(N=C2N1C3C(C(C(O3)CO)O)F)Cl)N. Drug 2: CC1=C2C(C(=O)C3(C(CC4C(C3C(C(C2(C)C)(CC1OC(=O)C(C(C5=CC=CC=C5)NC(=O)OC(C)(C)C)O)O)OC(=O)C6=CC=CC=C6)(CO4)OC(=O)C)O)C)O. Cell line: SF-539. (9) Drug 1: C1=CC(=CC=C1CCCC(=O)O)N(CCCl)CCCl. Drug 2: CC1=C(C(=O)C2=C(C1=O)N3CC4C(C3(C2COC(=O)N)OC)N4)N. Cell line: HCC-2998. Synergy scores: CSS=13.3, Synergy_ZIP=-9.20, Synergy_Bliss=-21.1, Synergy_Loewe=-28.3, Synergy_HSA=-13.8.